This data is from Peptide-MHC class I binding affinity with 185,985 pairs from IEDB/IMGT. The task is: Regression. Given a peptide amino acid sequence and an MHC pseudo amino acid sequence, predict their binding affinity value. This is MHC class I binding data. (1) The peptide sequence is VTMTLWYMW. The MHC is HLA-A24:02 with pseudo-sequence HLA-A24:02. The binding affinity (normalized) is 0.680. (2) The peptide sequence is ALQEAYYRA. The MHC is HLA-A68:02 with pseudo-sequence HLA-A68:02. The binding affinity (normalized) is 0.260.